Dataset: Full USPTO retrosynthesis dataset with 1.9M reactions from patents (1976-2016). Task: Predict the reactants needed to synthesize the given product. The reactants are: Br[C:2]1[C:3]([O:21][CH2:22][C:23]([F:26])([F:25])[F:24])=[N:4][CH:5]=[C:6]([CH:20]=1)[C:7]([NH:9][CH2:10][C:11]1[O:15][N:14]=[C:13]([C:16]([F:19])([F:18])[F:17])[N:12]=1)=[O:8].[Cl:27][C:28]1[CH:29]=[C:30](B(O)O)[CH:31]=[CH:32][C:33]=1[CH3:34]. Given the product [Cl:27][C:28]1[CH:29]=[C:30]([C:2]2[C:3]([O:21][CH2:22][C:23]([F:26])([F:25])[F:24])=[N:4][CH:5]=[C:6]([CH:20]=2)[C:7]([NH:9][CH2:10][C:11]2[O:15][N:14]=[C:13]([C:16]([F:19])([F:18])[F:17])[N:12]=2)=[O:8])[CH:31]=[CH:32][C:33]=1[CH3:34], predict the reactants needed to synthesize it.